This data is from Reaction yield outcomes from USPTO patents with 853,638 reactions. The task is: Predict the reaction yield, written as a fraction of the theoretical maximum amount of product (1.0 means a 100% yield; for example, 0.34 means a 34% yield). (1) The reactants are [NH2:1][C:2]1[CH:11]=[CH:10][C:5]([C:6]([O:8][CH3:9])=[O:7])=[C:4]([C:12]2[CH:17]=[CH:16][CH:15]=[C:14]([C:18]([O:20][C:21]([CH3:24])([CH3:23])[CH3:22])=[O:19])[CH:13]=2)[N:3]=1.[F:25][C:26]1([F:41])[O:30][C:29]2[CH:31]=[CH:32][C:33]([C:35]3([C:38](Cl)=[O:39])[CH2:37][CH2:36]3)=[CH:34][C:28]=2[O:27]1. The product is [C:21]([O:20][C:18]([C:14]1[CH:13]=[C:12]([C:4]2[N:3]=[C:2]([NH:1][C:38]([C:35]3([C:33]4[CH:32]=[CH:31][C:29]5[O:30][C:26]([F:41])([F:25])[O:27][C:28]=5[CH:34]=4)[CH2:37][CH2:36]3)=[O:39])[CH:11]=[CH:10][C:5]=2[C:6]([O:8][CH3:9])=[O:7])[CH:17]=[CH:16][CH:15]=1)=[O:19])([CH3:24])([CH3:23])[CH3:22]. The yield is 0.670. The catalyst is N1C=CC=CC=1.C(Cl)Cl. (2) The product is [F:1][C:2]1[CH:3]=[CH:4][C:5]([C@H:8]2[C@H:9]([N+:10]([O-:12])=[O:11])[CH2:30][N:24]([CH2:23][CH2:22][O:21][CH3:20])[CH2:25]2)=[CH:6][CH:7]=1. The catalyst is C(Cl)Cl. The yield is 0.760. The reactants are [F:1][C:2]1[CH:7]=[CH:6][C:5](/[CH:8]=[CH:9]/[N+:10]([O-:12])=[O:11])=[CH:4][CH:3]=1.C(O)(C(F)(F)F)=O.[CH3:20][O:21][CH2:22][CH2:23][N:24]([CH2:30]OC)[CH2:25][Si](C)(C)C.P([O-])([O-])([O-])=O. (3) No catalyst specified. The yield is 0.880. The reactants are [F:1][C:2]([F:12])([F:11])[O:3][C:4]1[CH:5]=[C:6]([CH:8]=[CH:9][CH:10]=1)[NH2:7].[F:13][C:14]([F:19])([F:18])[CH:15]1[O:17][CH2:16]1. The product is [F:1][C:2]([F:11])([F:12])[O:3][C:4]1[CH:5]=[C:6]([NH:7][CH2:16][CH:15]([OH:17])[C:14]([F:19])([F:18])[F:13])[CH:8]=[CH:9][CH:10]=1. (4) The catalyst is CO.[Pd]. The product is [NH2:11][C:7]1[CH:6]=[C:5]2[C:10]([C:2]([CH3:17])([CH3:1])[CH2:3][N:4]2[C:14](=[O:16])[CH3:15])=[CH:9][CH:8]=1. The yield is 0.610. The reactants are [CH3:1][C:2]1([CH3:17])[C:10]2[C:5](=[CH:6][C:7]([N+:11]([O-])=O)=[CH:8][CH:9]=2)[N:4]([C:14](=[O:16])[CH3:15])[CH2:3]1. (5) No catalyst specified. The yield is 0.970. The reactants are [C:1]([S:9][CH2:10][C:11]([OH:13])=[O:12])(=[S:8])[C:2]1[CH:7]=[CH:6][CH:5]=[CH:4][CH:3]=1.S(Cl)(Cl)=O.[CH3:18]O. The product is [CH3:18][O:12][C:11](=[O:13])[CH2:10][S:9][C:1](=[S:8])[C:2]1[CH:7]=[CH:6][CH:5]=[CH:4][CH:3]=1.